From a dataset of Catalyst prediction with 721,799 reactions and 888 catalyst types from USPTO. Predict which catalyst facilitates the given reaction. (1) Reactant: [CH3:1][O:2][C:3]1[C:11]2[NH:10][CH:9]=[CH:8][C:7]=2[C:6]([C:12]([O:14][CH3:15])=[O:13])=[CH:5][CH:4]=1.[H-].[Na+].I[CH:19]([CH3:21])[CH3:20]. Product: [CH3:20][CH:19]([N:10]1[C:11]2[C:3]([O:2][CH3:1])=[CH:4][CH:5]=[C:6]([C:12]([O:14][CH3:15])=[O:13])[C:7]=2[CH:8]=[CH:9]1)[CH3:21]. The catalyst class is: 3. (2) Reactant: CC(OC([CH:8]1[S:12][CH2:11][CH:10]([C:13]([OH:15])=O)[NH:9]1)=O)(C)C.[CH2:16](OC(Cl)=O)[CH:17]([CH3:19])[CH3:18].CN1CC[O:28]CC1.[C:31]([C:33]1[CH:34]=[C:35]([CH:40]=[CH:41][CH:42]=1)[C:36]([NH:38]O)=[NH:37])#[N:32].CN([CH:46]=[O:47])C. Product: [C:17]([O:28][C:46]([N:9]1[C@@H:10]([C:13]2[O:15][N:38]=[C:36]([C:35]3[CH:40]=[CH:41][CH:42]=[C:33]([C:31]#[N:32])[CH:34]=3)[N:37]=2)[CH2:11][S:12][CH2:8]1)=[O:47])([CH3:19])([CH3:18])[CH3:16]. The catalyst class is: 1. (3) Reactant: Cl[C:2]1[N:11]=[C:10]([NH:12][CH2:13][CH:14]([C:21]2[CH:26]=[CH:25][CH:24]=[CH:23][CH:22]=2)[C:15]2[CH:20]=[CH:19][CH:18]=[CH:17][CH:16]=2)[C:9]2[C:4](=[CH:5][CH:6]=[CH:7][CH:8]=2)[N:3]=1.[S:27]1[CH:31]=[CH:30][CH:29]=[C:28]1B(O)O.C([O-])([O-])=O.[K+].[K+].C1(C(C2C=CC=CC=2)CCNC2C3C(=CC=CC=3)N=C(C3C=CSC=3)N=2)C=CC=CC=1. Product: [C:15]1([CH:14]([C:21]2[CH:26]=[CH:25][CH:24]=[CH:23][CH:22]=2)[CH2:13][NH:12][C:10]2[C:9]3[C:4](=[CH:5][CH:6]=[CH:7][CH:8]=3)[N:3]=[C:2]([C:28]3[S:27][CH:31]=[CH:30][CH:29]=3)[N:11]=2)[CH:20]=[CH:19][CH:18]=[CH:17][CH:16]=1. The catalyst class is: 70. (4) Reactant: C(=O)([O-])[O-].[K+].[K+].[OH:7][CH2:8][C@H:9]1[CH2:14][CH2:13][C@H:12]([C:15]([O:17]C)=[O:16])[CH2:11][CH2:10]1.F[C:20]1[N:25]=[CH:24][C:23]([C:26]2[CH:31]=[C:30]([CH3:32])[CH:29]=[C:28]([NH:33][C:34]3[CH:39]=[C:38]([C:40]([F:43])([F:42])[F:41])[CH:37]=[CH:36][N:35]=3)[N:27]=2)=[CH:22][CH:21]=1.CCN(C(C)C)C(C)C.[OH-].[Na+]. Product: [CH3:32][C:30]1[CH:29]=[C:28]([NH:33][C:34]2[CH:39]=[C:38]([C:40]([F:43])([F:42])[F:41])[CH:37]=[CH:36][N:35]=2)[N:27]=[C:26]([C:23]2[CH:24]=[N:25][C:20]([O:7][CH2:8][C@H:9]3[CH2:10][CH2:11][C@H:12]([C:15]([OH:17])=[O:16])[CH2:13][CH2:14]3)=[CH:21][CH:22]=2)[CH:31]=1. The catalyst class is: 37. (5) Reactant: [CH:1]([C:3]1[CH:8]=[CH:7][C:6]([C:9]2[CH:14]=[CH:13][CH:12]=[CH:11][C:10]=2[Cl:15])=[CH:5][CH:4]=1)=O.[S:16]1[CH2:20][C:19](=[O:21])[NH:18][C:17]1=[O:22].N1CCCCC1.C(O)(=O)C1C=CC=CC=1. Product: [Cl:15][C:10]1[CH:11]=[CH:12][CH:13]=[CH:14][C:9]=1[C:6]1[CH:7]=[CH:8][C:3]([CH:1]=[C:20]2[S:16][C:17](=[O:22])[NH:18][C:19]2=[O:21])=[CH:4][CH:5]=1. The catalyst class is: 93.